This data is from Peptide-MHC class II binding affinity with 134,281 pairs from IEDB. The task is: Regression. Given a peptide amino acid sequence and an MHC pseudo amino acid sequence, predict their binding affinity value. This is MHC class II binding data. (1) The peptide sequence is ALAAAGLVGVLAGLAK. The MHC is DRB1_0901 with pseudo-sequence DRB1_0901. The binding affinity (normalized) is 0.633. (2) The peptide sequence is MGGLWKYLNAVSLCI. The MHC is DRB3_0301 with pseudo-sequence DRB3_0301. The binding affinity (normalized) is 0.695. (3) The peptide sequence is TEQYKFQADSPKRLA. The MHC is DRB1_0401 with pseudo-sequence DRB1_0401. The binding affinity (normalized) is 0.641. (4) The peptide sequence is GLALLSEAVLRGQAL. The MHC is DRB1_1302 with pseudo-sequence DRB1_1302. The binding affinity (normalized) is 0.343. (5) The peptide sequence is DQFEFALTAVAEE. The MHC is DRB1_0401 with pseudo-sequence DRB1_0401. The binding affinity (normalized) is 0.409. (6) The peptide sequence is RRGRIGRNPNRDGDS. The MHC is DRB3_0202 with pseudo-sequence DRB3_0202. The binding affinity (normalized) is 0.638. (7) The peptide sequence is LFFNHHKVMLLGHDD. The MHC is DRB1_0301 with pseudo-sequence DRB1_0301. The binding affinity (normalized) is 0.147. (8) The peptide sequence is DTVLEKNVTVHSVNLLENSH. The MHC is DRB1_0301 with pseudo-sequence DRB1_0301. The binding affinity (normalized) is 0. (9) The peptide sequence is AEEVKVIPAGELQVI. The MHC is DRB3_0101 with pseudo-sequence DRB3_0101. The binding affinity (normalized) is 0. (10) The peptide sequence is LEVTEVFNFSQDDLL. The MHC is HLA-DPA10201-DPB10101 with pseudo-sequence HLA-DPA10201-DPB10101. The binding affinity (normalized) is 0.310.